Dataset: Forward reaction prediction with 1.9M reactions from USPTO patents (1976-2016). Task: Predict the product of the given reaction. Given the reactants [OH:1][NH:2][C:3](=[NH:29])[C:4]1[CH:5]=[CH:6][C:7]([CH2:23][CH2:24][CH2:25][C:26]([O-:28])=[O:27])=[C:8]2[C:12]=1[N:11]([S:13]([C:16]1[CH:21]=[CH:20][C:19]([CH3:22])=[CH:18][CH:17]=1)(=[O:15])=[O:14])[CH:10]=[CH:9]2.[Cl:30][C:31]1[CH:32]=[C:33]([C:41]([OH:43])=O)[CH:34]=N[C:36]=1[O:37][CH:38]([CH3:40])[CH3:39].[CH2:44](Cl)[CH2:45]Cl.[CH:48]1C=CC2N(O)N=NC=2C=1, predict the reaction product. The product is: [Cl:30][C:31]1[CH:32]=[C:33]([C:41]([O:1][NH:2][C:3](=[NH:29])[C:4]2[CH:5]=[CH:6][C:7]([CH2:23][CH2:24][CH2:25][C:26]([O:28][CH2:44][CH3:45])=[O:27])=[C:8]3[C:12]=2[N:11]([S:13]([C:16]2[CH:21]=[CH:20][C:19]([CH3:22])=[CH:18][CH:17]=2)(=[O:15])=[O:14])[CH:10]=[CH:9]3)=[O:43])[CH:34]=[CH:48][C:36]=1[O:37][CH:38]([CH3:39])[CH3:40].